This data is from NCI-60 drug combinations with 297,098 pairs across 59 cell lines. The task is: Regression. Given two drug SMILES strings and cell line genomic features, predict the synergy score measuring deviation from expected non-interaction effect. (1) Drug 1: CC1=C(C=C(C=C1)NC2=NC=CC(=N2)N(C)C3=CC4=NN(C(=C4C=C3)C)C)S(=O)(=O)N.Cl. Drug 2: CNC(=O)C1=NC=CC(=C1)OC2=CC=C(C=C2)NC(=O)NC3=CC(=C(C=C3)Cl)C(F)(F)F. Cell line: PC-3. Synergy scores: CSS=5.17, Synergy_ZIP=-1.75, Synergy_Bliss=0.825, Synergy_Loewe=-12.8, Synergy_HSA=1.46. (2) Drug 1: CC1=C(C=C(C=C1)NC2=NC=CC(=N2)N(C)C3=CC4=NN(C(=C4C=C3)C)C)S(=O)(=O)N.Cl. Drug 2: CCC1(CC2CC(C3=C(CCN(C2)C1)C4=CC=CC=C4N3)(C5=C(C=C6C(=C5)C78CCN9C7C(C=CC9)(C(C(C8N6C)(C(=O)OC)O)OC(=O)C)CC)OC)C(=O)OC)O.OS(=O)(=O)O. Cell line: HL-60(TB). Synergy scores: CSS=9.07, Synergy_ZIP=9.74, Synergy_Bliss=7.88, Synergy_Loewe=-73.1, Synergy_HSA=-7.86. (3) Drug 1: CS(=O)(=O)OCCCCOS(=O)(=O)C. Drug 2: CN(C(=O)NC(C=O)C(C(C(CO)O)O)O)N=O. Cell line: SNB-19. Synergy scores: CSS=-1.86, Synergy_ZIP=0.600, Synergy_Bliss=-3.01, Synergy_Loewe=-0.802, Synergy_HSA=-5.93. (4) Drug 2: CC(C)NC(=O)C1=CC=C(C=C1)CNNC.Cl. Drug 1: CC12CCC3C(C1CCC2=O)CC(=C)C4=CC(=O)C=CC34C. Cell line: OVCAR-5. Synergy scores: CSS=34.6, Synergy_ZIP=0.762, Synergy_Bliss=3.52, Synergy_Loewe=2.50, Synergy_HSA=2.80. (5) Drug 1: CC12CCC(CC1=CCC3C2CCC4(C3CC=C4C5=CN=CC=C5)C)O. Drug 2: CC(C1=C(C=CC(=C1Cl)F)Cl)OC2=C(N=CC(=C2)C3=CN(N=C3)C4CCNCC4)N. Synergy scores: CSS=-1.14, Synergy_ZIP=0.691, Synergy_Bliss=0.0377, Synergy_Loewe=-2.45, Synergy_HSA=-2.51. Cell line: NCI-H322M.